This data is from Forward reaction prediction with 1.9M reactions from USPTO patents (1976-2016). The task is: Predict the product of the given reaction. (1) Given the reactants N[C:2]1[N:3]([CH2:28][CH2:29][CH3:30])[C:4](=[O:27])[C:5]2[NH:6][C:7]([C:11]3[CH:12]=[N:13][N:14]([CH2:16][C:17]4[CH:22]=[CH:21][CH:20]=[C:19]([C:23]([F:26])([F:25])[F:24])[CH:18]=4)[CH:15]=3)=[N:8][C:9]=2[N:10]=1.N(OCCC(C)C)=O.[I:39]I.[O-]S([O-])(=S)=O.[Na+].[Na+], predict the reaction product. The product is: [I:39][C:2]1[N:3]([CH2:28][CH2:29][CH3:30])[C:4](=[O:27])[C:5]2[NH:6][C:7]([C:11]3[CH:12]=[N:13][N:14]([CH2:16][C:17]4[CH:22]=[CH:21][CH:20]=[C:19]([C:23]([F:25])([F:24])[F:26])[CH:18]=4)[CH:15]=3)=[N:8][C:9]=2[N:10]=1. (2) Given the reactants [CH2:1]1[CH:5]2[CH2:6][N:7]([C:9]([O:11][C:12]([CH3:15])([CH3:14])[CH3:13])=[O:10])[CH2:8][CH:4]2[CH2:3][O:2]1.CC[O:18]C(C)=O, predict the reaction product. The product is: [O:18]=[C:8]1[N:7]([C:9]([O:11][C:12]([CH3:15])([CH3:14])[CH3:13])=[O:10])[CH2:6][CH:5]2[CH2:1][O:2][CH2:3][CH:4]12.